Dataset: Forward reaction prediction with 1.9M reactions from USPTO patents (1976-2016). Task: Predict the product of the given reaction. (1) Given the reactants C(C1N(CC2C=CC(C3C=CC=CC=3C3N(C(C4C=CC=CC=4)(C4C=CC=CC=4)C4C=CC=CC=4)N=NN=3)=CC=2)C(C(OCOP(OC)(O[C@H]2CO[C@@H]3[C@H](O[N+]([O-])=O)CO[C@H]23)=O)=O)=C(Cl)N=1)CCC.[CH2:70]([C:74]1[N:75]([CH2:92][C:93]2[CH:98]=[CH:97][C:96]([C:99]3[CH:104]=[CH:103][CH:102]=[CH:101][C:100]=3[C:105]3[N:109](C(C4C=CC=CC=4)(C4C=CC=CC=4)C4C=CC=CC=4)[N:108]=[N:107][N:106]=3)=[CH:95][CH:94]=2)[C:76]([C:80]([O:82][CH2:83][P:84]([O:89][CH2:90][CH3:91])([O:86][CH2:87][CH3:88])=[O:85])=[O:81])=[C:77]([Cl:79])[N:78]=1)[CH2:71][CH2:72][CH3:73], predict the reaction product. The product is: [CH2:70]([C:74]1[N:75]([CH2:92][C:93]2[CH:98]=[CH:97][C:96]([C:99]3[CH:104]=[CH:103][CH:102]=[CH:101][C:100]=3[C:105]3[NH:109][N:108]=[N:107][N:106]=3)=[CH:95][CH:94]=2)[C:76]([C:80]([O:82][CH2:83][P:84]([O:89][CH2:90][CH3:91])([O:86][CH2:87][CH3:88])=[O:85])=[O:81])=[C:77]([Cl:79])[N:78]=1)[CH2:71][CH2:72][CH3:73]. (2) Given the reactants [NH2:1][C:2]1[CH:3]=[C:4]([C@@H:9]2[CH2:13][NH:12][C:11](=[O:14])[CH2:10]2)[CH:5]=[CH:6][C:7]=1[Cl:8].[Br:15]N1C(=O)CCC1=O, predict the reaction product. The product is: [NH2:1][C:2]1[CH:3]=[C:4]([C@@H:9]2[CH2:13][NH:12][C:11](=[O:14])[CH2:10]2)[C:5]([Br:15])=[CH:6][C:7]=1[Cl:8]. (3) Given the reactants [NH2:1][C:2]1[CH:3]=[C:4]([SH:8])[CH:5]=[CH:6][CH:7]=1.[C:9](OCC)(=[O:16])[CH2:10][C:11]([O:13][CH2:14][CH3:15])=[O:12], predict the reaction product. The product is: [SH:8][C:4]1[CH:3]=[C:2]([NH:1][C:9](=[O:16])[CH2:10][C:11]([O:13][CH2:14][CH3:15])=[O:12])[CH:7]=[CH:6][CH:5]=1. (4) Given the reactants [Cl:1][C:2]1[CH:3]=[C:4]2[CH:10](O)[N:9](C3C=CC=CC=3)[C:8](=[O:18])[C:5]2=[N:6][CH:7]=1.[NH2:19]N, predict the reaction product. The product is: [Cl:1][C:2]1[CH:7]=[N:6][C:5]2[C:8](=[O:18])[NH:19][N:9]=[CH:10][C:4]=2[CH:3]=1.